From a dataset of Forward reaction prediction with 1.9M reactions from USPTO patents (1976-2016). Predict the product of the given reaction. (1) Given the reactants Cl[C:2]1[C:11]([CH2:12][OH:13])=[CH:10][C:9]2[C:4](=[C:5]([CH3:14])[CH:6]=[CH:7][CH:8]=2)[N:3]=1.[CH3:15][O:16][C:17]1[CH:18]=[C:19](B(O)O)[CH:20]=[CH:21][CH:22]=1.C([O-])([O-])=O.[K+].[K+], predict the reaction product. The product is: [CH3:15][O:16][C:17]1[CH:22]=[C:21]([C:2]2[C:11]([CH2:12][OH:13])=[CH:10][C:9]3[C:4](=[C:5]([CH3:14])[CH:6]=[CH:7][CH:8]=3)[N:3]=2)[CH:20]=[CH:19][CH:18]=1. (2) Given the reactants [Cl-].[Li+].C(N(CC)C(C)C)(C)C.Br[CH2:13][C:14]1[CH:19]=[CH:18][C:17]([C:20]2[CH:25]=[CH:24][CH:23]=[CH:22][C:21]=2[C:26]#[N:27])=[CH:16][CH:15]=1.[CH2:28]([N:35]1[C:40]([CH3:41])=[CH:39][C:38]([OH:42])=[CH:37][C:36]1=[O:43])[C:29]1[CH:34]=[CH:33][CH:32]=[CH:31][CH:30]=1, predict the reaction product. The product is: [CH2:28]([N:35]1[C:40]([CH3:41])=[CH:39][C:38]([OH:42])=[C:37]([CH2:13][C:14]2[CH:19]=[CH:18][C:17]([C:20]3[C:21]([C:26]#[N:27])=[CH:22][CH:23]=[CH:24][CH:25]=3)=[CH:16][CH:15]=2)[C:36]1=[O:43])[C:29]1[CH:30]=[CH:31][CH:32]=[CH:33][CH:34]=1. (3) The product is: [OH:1][CH2:2][C:3]1([N:16]2[CH2:21][CH2:20][CH2:19][NH:18][C:17]2=[O:22])[CH2:4][CH2:5][NH:6][CH2:7][CH2:8]1. Given the reactants [OH:1][CH2:2][C:3]1([N:16]2[CH2:21][CH2:20][CH2:19][NH:18][C:17]2=[O:22])[CH2:8][CH2:7][N:6](CC2C=CC=CC=2)[CH2:5][CH2:4]1.[H][H], predict the reaction product. (4) Given the reactants ClC(Cl)(Cl)C(Cl)(Cl)Cl.C1(P(C2C=CC=CC=2)C2C=CC=CC=2)C=CC=CC=1.C(N(CC)CC)C.[C:35]([NH:38][CH:39]1[C:43](=[O:44])[CH2:42][N:41]([C:45]([O:47][C:48]([CH3:51])([CH3:50])[CH3:49])=[O:46])[CH2:40]1)(=O)[CH3:36].C([O-])(O)=O.[Na+], predict the reaction product. The product is: [CH3:36][C:35]1[O:44][C:43]2[CH2:42][N:41]([C:45]([O:47][C:48]([CH3:51])([CH3:50])[CH3:49])=[O:46])[CH2:40][C:39]=2[N:38]=1. (5) Given the reactants [N+:1]([C:4]1[C:13]2[C:8](=[CH:9][CH:10]=[CH:11][CH:12]=2)[CH:7]=[CH:6][CH:5]=1)([O-])=O.C([O-])=O.[NH4+], predict the reaction product. The product is: [C:4]1([NH2:1])[C:13]2[C:8](=[CH:9][CH:10]=[CH:11][CH:12]=2)[CH:7]=[CH:6][CH:5]=1. (6) Given the reactants [CH3:1][S:2][CH2:3][CH2:4][OH:5].[H-].[Na+].Br[CH2:9][C:10]1[CH:18]=[CH:17][CH:16]=[C:15]2[C:11]=1[CH:12]=[CH:13][N:14]2[C:19]1[CH:24]=[CH:23][N:22]=[C:21]([S:25][CH3:26])[N:20]=1.C1C[O:30]CC1, predict the reaction product. The product is: [CH3:26][S:25]([C:21]1[N:20]=[C:19]([N:14]2[C:15]3[C:11](=[C:10]([CH2:9][O:5][CH2:4][CH2:3][S:2][CH3:1])[CH:18]=[CH:17][CH:16]=3)[CH:12]=[CH:13]2)[CH:24]=[CH:23][N:22]=1)=[O:30].